From a dataset of Reaction yield outcomes from USPTO patents with 853,638 reactions. Predict the reaction yield, written as a fraction of the theoretical maximum amount of product (1.0 means a 100% yield; for example, 0.34 means a 34% yield). (1) The yield is 0.990. The reactants are [N+:1]([CH2:3][C:4]([O:6]C)=O)#[C-:2].[CH3:8][N:9]1[CH2:14][CH2:13][NH:12][CH2:11][CH2:10]1. The product is [N+:1]([CH2:3][C:4]([N:12]1[CH2:13][CH2:14][N:9]([CH3:8])[CH2:10][CH2:11]1)=[O:6])#[C-:2]. No catalyst specified. (2) The reactants are [NH2:1][CH2:2][C@H:3]1[CH2:7][N:6]([CH2:8][CH2:9][C:10]2[C:19]3[C:14](=[CH:15][CH:16]=[C:17]([O:20][CH3:21])[N:18]=3)[N:13]=[CH:12][C:11]=2[F:22])[CH2:5][C@H:4]1O.C(N(C(C)C)CC)(C)C.[O:33]=[C:34]1[CH2:39][S:38][C:37]2[CH:40]=[CH:41][C:42]([C:44](O)=[O:45])=[N:43][C:36]=2[NH:35]1.O.OC1C2N=NNC=2C=CC=1.C(Cl)CCl. The catalyst is CN(C=O)C. The product is [F:22][C:11]1[CH:12]=[N:13][C:14]2[C:19]([C:10]=1[CH2:9][CH2:8][N:6]1[CH2:5][CH2:4][C@@H:3]([CH2:2][NH:1][C:44]([C:42]3[CH:41]=[CH:40][C:37]4[S:38][CH2:39][C:34](=[O:33])[NH:35][C:36]=4[N:43]=3)=[O:45])[CH2:7]1)=[N:18][C:17]([O:20][CH3:21])=[CH:16][CH:15]=2. The yield is 0.170. (3) The reactants are [CH2:1]([O:3][C:4]([C:6]1[CH:7]=[C:8]([C:15]([OH:17])=O)[N:9]2[CH2:14][CH2:13][O:12][CH2:11][C:10]=12)=[O:5])[CH3:2].ON1[C:23]2[CH:24]=[CH:25][CH:26]=C[C:22]=2[N:21]=N1.Cl.C(N=C=NCCCN(C)C)C.C[C@H]1CCCN1. The catalyst is CN(C)C=O. The product is [CH2:1]([O:3][C:4]([C:6]1[CH:7]=[C:8]([C:15]([N:21]2[CH2:22][CH2:23][CH2:24][C@@H:25]2[CH3:26])=[O:17])[N:9]2[CH2:14][CH2:13][O:12][CH2:11][C:10]=12)=[O:5])[CH3:2]. The yield is 1.00. (4) The catalyst is C(O)C.[Pd]. The reactants are [N:1]1([C:6]2[CH:13]=[CH:12][CH:11]=[CH:10][C:7]=2[C:8]#[N:9])[CH:5]=[N:4][CH:3]=[N:2]1.[ClH:14]. The yield is 0.750. The product is [ClH:14].[N:1]1([C:6]2[CH:13]=[CH:12][CH:11]=[CH:10][C:7]=2[CH2:8][NH2:9])[CH:5]=[N:4][CH:3]=[N:2]1. (5) The reactants are [CH2:1]([O:3][C:4](=[O:28])[CH2:5][NH:6][CH2:7][C:8]1[CH:13]=[CH:12][C:11]([O:14][CH2:15][CH2:16][C:17]2[N:18]=[C:19]([C:22]3[CH:27]=[CH:26][CH:25]=[CH:24][CH:23]=3)[O:20][CH:21]=2)=[CH:10][CH:9]=1)[CH3:2].[CH3:29][N:30]([CH3:35])[S:31](Cl)(=[O:33])=[O:32].C(N(CC)CC)C. No catalyst specified. The product is [CH2:1]([O:3][C:4](=[O:28])[CH2:5][N:6]([S:31]([N:30]([CH3:35])[CH3:29])(=[O:33])=[O:32])[CH2:7][C:8]1[CH:9]=[CH:10][C:11]([O:14][CH2:15][CH2:16][C:17]2[N:18]=[C:19]([C:22]3[CH:27]=[CH:26][CH:25]=[CH:24][CH:23]=3)[O:20][CH:21]=2)=[CH:12][CH:13]=1)[CH3:2]. The yield is 0.860.